From a dataset of Catalyst prediction with 721,799 reactions and 888 catalyst types from USPTO. Predict which catalyst facilitates the given reaction. (1) Reactant: ON1C2C=CC=CC=2N=N1.[C:11]1([CH2:17][CH2:18][NH2:19])[CH:16]=[CH:15][CH:14]=[CH:13][CH:12]=1.CN1CCOCC1.Cl.[CH3:28][N:29]([CH3:46])[C:30]1([C:40]2[CH:45]=[CH:44][CH:43]=[CH:42][CH:41]=2)[CH2:35][CH2:34][CH:33]([CH2:36][C:37]([OH:39])=O)[CH2:32][CH2:31]1.C1(N=C=NC2CCCCC2)CCCCC1.[OH-].[Na+]. Product: [CH3:46][N:29]([CH3:28])[C:30]1([C:40]2[CH:45]=[CH:44][CH:43]=[CH:42][CH:41]=2)[CH2:31][CH2:32][CH:33]([CH2:36][C:37]([NH:19][CH2:18][CH2:17][C:11]2[CH:16]=[CH:15][CH:14]=[CH:13][CH:12]=2)=[O:39])[CH2:34][CH2:35]1. The catalyst class is: 35. (2) Reactant: [Cl:1][C:2]1[CH:3]=[C:4]([F:9])[C:5](N)=[N:6][CH:7]=1.[BrH:10].BrBr.N([O-])=O.[Na+].[OH-].[Na+]. Product: [Br:10][C:5]1[C:4]([F:9])=[CH:3][C:2]([Cl:1])=[CH:7][N:6]=1. The catalyst class is: 6.